Dataset: Peptide-MHC class I binding affinity with 185,985 pairs from IEDB/IMGT. Task: Regression. Given a peptide amino acid sequence and an MHC pseudo amino acid sequence, predict their binding affinity value. This is MHC class I binding data. (1) The peptide sequence is LLMMTLPSI. The MHC is HLA-A02:01 with pseudo-sequence HLA-A02:01. The binding affinity (normalized) is 1.00. (2) The peptide sequence is ILNPYMPSV. The MHC is HLA-A02:17 with pseudo-sequence HLA-A02:17. The binding affinity (normalized) is 0.882. (3) The MHC is HLA-B07:02 with pseudo-sequence HLA-B07:02. The binding affinity (normalized) is 0.867. The peptide sequence is IPLQASLPF.